From a dataset of Drug-target binding data from BindingDB using IC50 measurements. Regression. Given a target protein amino acid sequence and a drug SMILES string, predict the binding affinity score between them. We predict pIC50 (pIC50 = -log10(IC50 in M); higher means more potent). Dataset: bindingdb_ic50. The compound is CCOc1nc(NCCc2ccccc2)cc(N)c1C#N. The target protein (P42677) has sequence MPLAKDLLHPSPEEEKRKHKKKRLVQSPNSYFMDVKCPGCYKITTVFSHAQTVVLCVGCSTVLCQPTGGKARLTEGCSFRRKQH. The pIC50 is 5.4.